This data is from Reaction yield outcomes from USPTO patents with 853,638 reactions. The task is: Predict the reaction yield, written as a fraction of the theoretical maximum amount of product (1.0 means a 100% yield; for example, 0.34 means a 34% yield). (1) The reactants are [CH3:1][O:2][C:3]1[CH:12]=[CH:11][C:10]2[C:5](=[CH:6][CH:7]=[C:8]([C:13]3[CH:18]=[CH:17][CH:16]=[C:15]([O:19][CH3:20])[CH:14]=3)[CH:9]=2)[C:4]=1[C:21](O)=[O:22].[NH2:24][C:25]1[CH:30]=[CH:29][CH:28]=[CH:27][CH:26]=1. No catalyst specified. The product is [CH3:1][O:2][C:3]1[CH:12]=[CH:11][C:10]2[C:5](=[CH:6][CH:7]=[C:8]([C:13]3[CH:18]=[CH:17][CH:16]=[C:15]([O:19][CH3:20])[CH:14]=3)[CH:9]=2)[C:4]=1[C:21]([NH:24][C:25]1[CH:30]=[CH:29][CH:28]=[CH:27][CH:26]=1)=[O:22]. The yield is 0.850. (2) The reactants are [CH2:1]([C:3]1[S:40][C:6]2[N:7]([CH2:21][C:22]3[CH:27]=[CH:26][C:25]([C:28]4[CH:33]=[CH:32][CH:31]=[CH:30][C:29]=4[C:34]4[NH:38][C:37](=[O:39])[O:36][N:35]=4)=[CH:24][CH:23]=3)[C:8](=[O:20])[N:9]([CH2:12][CH2:13][N:14]3[CH2:19][CH2:18][O:17][CH2:16][CH2:15]3)[C:10](=[O:11])[C:5]=2[CH:4]=1)[CH3:2].[ClH:41]. The catalyst is C(OCC)(=O)C.CC(C)=O. The product is [ClH:41].[CH2:1]([C:3]1[S:40][C:6]2[N:7]([CH2:21][C:22]3[CH:27]=[CH:26][C:25]([C:28]4[CH:33]=[CH:32][CH:31]=[CH:30][C:29]=4[C:34]4[NH:38][C:37](=[O:39])[O:36][N:35]=4)=[CH:24][CH:23]=3)[C:8](=[O:20])[N:9]([CH2:12][CH2:13][N:14]3[CH2:15][CH2:16][O:17][CH2:18][CH2:19]3)[C:10](=[O:11])[C:5]=2[CH:4]=1)[CH3:2]. The yield is 0.600.